Dataset: Catalyst prediction with 721,799 reactions and 888 catalyst types from USPTO. Task: Predict which catalyst facilitates the given reaction. (1) Reactant: [CH2:1]([N:8]1[CH2:13][CH2:12][C:11](=[O:14])[CH:10]([CH3:15])[CH2:9]1)[C:2]1[CH:7]=[CH:6][CH:5]=[CH:4][CH:3]=1.[CH3:16][Si](C)(C)[N-][Si](C)(C)C.[Li+].IC. Product: [CH2:1]([N:8]1[CH2:13][CH:12]([CH3:16])[C:11](=[O:14])[CH:10]([CH3:15])[CH2:9]1)[C:2]1[CH:3]=[CH:4][CH:5]=[CH:6][CH:7]=1. The catalyst class is: 1. (2) Reactant: [F:1][C:2]1[CH:7]=[CH:6][C:5]([C:8]2[CH:9]=[CH:10][C:11]3[N:12]([C:14]([S:17][C:18]4[CH:27]=[CH:26][C:21]5[N:22]=[C:23]([NH2:25])[S:24][C:20]=5[CH:19]=4)=[CH:15][N:16]=3)[CH:13]=2)=[CH:4][CH:3]=1.[C:28](OC(=O)C)(=[O:30])[CH3:29]. Product: [F:1][C:2]1[CH:7]=[CH:6][C:5]([C:8]2[CH:9]=[CH:10][C:11]3[N:12]([C:14]([S:17][C:18]4[CH:27]=[CH:26][C:21]5[N:22]=[C:23]([NH:25][C:28](=[O:30])[CH3:29])[S:24][C:20]=5[CH:19]=4)=[CH:15][N:16]=3)[CH:13]=2)=[CH:4][CH:3]=1. The catalyst class is: 17. (3) Reactant: [Cl:1][C:2]1[CH:7]=[C:6]([NH2:8])[CH:5]=[C:4]([Cl:9])[N:3]=1.C[O:11][CH:12]=[C:13]1C(=O)OC(C)(C)O[C:14]1=O. Product: [Cl:9][C:4]1[N:3]=[C:2]([Cl:1])[CH:7]=[C:6]2[C:5]=1[C:12]([OH:11])=[CH:13][CH:14]=[N:8]2. The catalyst class is: 41. (4) Reactant: [NH2:1][CH:2]1[CH2:11][CH2:10][CH2:9][C:8]2[CH:7]=[C:6]([CH2:12][OH:13])[CH:5]=[CH:4][C:3]1=2.[C:14](O[C:14]([O:16][C:17]([CH3:20])([CH3:19])[CH3:18])=[O:15])([O:16][C:17]([CH3:20])([CH3:19])[CH3:18])=[O:15].CCN(CC)CC. Product: [C:17]([O:16][C:14](=[O:15])[NH:1][CH:2]1[C:3]2[C:8](=[CH:7][C:6]([CH2:12][OH:13])=[CH:5][CH:4]=2)[CH2:9][CH2:10][CH2:11]1)([CH3:20])([CH3:19])[CH3:18]. The catalyst class is: 2. (5) Reactant: [H-].[Na+].[NH:3]1[C:11]2[C:6](=[CH:7][CH:8]=[CH:9][CH:10]=2)[CH2:5][CH2:4]1.[CH3:12]I. Product: [CH3:12][N:3]1[C:11]2[C:6](=[CH:7][CH:8]=[CH:9][CH:10]=2)[CH2:5][CH2:4]1. The catalyst class is: 7.